This data is from Reaction yield outcomes from USPTO patents with 853,638 reactions. The task is: Predict the reaction yield, written as a fraction of the theoretical maximum amount of product (1.0 means a 100% yield; for example, 0.34 means a 34% yield). (1) The reactants are C[O:2][C:3]([C:5]1[N:6]=[C:7]2[C:23]([N:24]3[CH2:28][CH2:27][N:26]([CH3:29])[C:25]3=[O:30])=[CH:22][C:21]([N:31]3[CH2:36][CH2:35][O:34][CH2:33][CH2:32]3)=[CH:20][N:8]2[C:9](=[O:19])[C:10]=1[O:11][CH2:12][C:13]1[CH:18]=[CH:17][CH:16]=[CH:15][CH:14]=1)=O.O.[NH3:38]. No catalyst specified. The product is [CH2:12]([O:11][C:10]1[C:9](=[O:19])[N:8]2[CH:20]=[C:21]([N:31]3[CH2:36][CH2:35][O:34][CH2:33][CH2:32]3)[CH:22]=[C:23]([N:24]3[CH2:28][CH2:27][N:26]([CH3:29])[C:25]3=[O:30])[C:7]2=[N:6][C:5]=1[C:3]([NH2:38])=[O:2])[C:13]1[CH:14]=[CH:15][CH:16]=[CH:17][CH:18]=1. The yield is 0.620. (2) The reactants are [CH3:1][N:2]([CH3:6])[CH2:3][CH2:4]O.C(N(CC)CC)C.[CH3:14][S:15](Cl)(=[O:17])=[O:16]. The catalyst is C(Cl)Cl. The product is [CH3:1][N:2]([CH2:3][CH2:4][S:15]([CH3:14])(=[O:17])=[O:16])[CH3:6]. The yield is 0.800. (3) The reactants are [CH3:1][S:2]([C:5]1[CH:10]=[CH:9][C:8]([OH:11])=[CH:7][CH:6]=1)(=[O:4])=[O:3].[H-].[Na+].CS(O[CH2:19][C:20]1[CH:25]=[CH:24][C:23]([CH:26]2[CH2:31][CH2:30][N:29]([C:32]([O:34][C:35]([CH3:38])([CH3:37])[CH3:36])=[O:33])[CH2:28][CH2:27]2)=[CH:22][N:21]=1)(=O)=O.[Cl-].[NH4+]. The catalyst is O1CCCC1.C(OCC)(=O)C. The product is [CH3:1][S:2]([C:5]1[CH:10]=[CH:9][C:8]([O:11][CH2:19][C:20]2[CH:25]=[CH:24][C:23]([CH:26]3[CH2:27][CH2:28][N:29]([C:32]([O:34][C:35]([CH3:38])([CH3:37])[CH3:36])=[O:33])[CH2:30][CH2:31]3)=[CH:22][N:21]=2)=[CH:7][CH:6]=1)(=[O:3])=[O:4]. The yield is 0.110. (4) The reactants are [CH3:1][C:2]([CH3:7])([CH3:6])[C:3](Cl)=[O:4].[CH2:8]([NH:15][C:16]([C:18]1[S:22][C:21]([NH2:23])=[N:20][C:19]=1[CH3:24])=[O:17])[C:9]1[CH:14]=[CH:13][CH:12]=[CH:11][CH:10]=1. No catalyst specified. The product is [CH2:8]([NH:15][C:16]([C:18]1[S:22][C:21]([NH:23][C:3](=[O:4])[C:2]([CH3:7])([CH3:6])[CH3:1])=[N:20][C:19]=1[CH3:24])=[O:17])[C:9]1[CH:14]=[CH:13][CH:12]=[CH:11][CH:10]=1. The yield is 0.230. (5) The reactants are [C:1]1([C:7]2[NH:11][N:10]=[C:9]([NH2:12])[CH:8]=2)[CH:6]=[CH:5][CH:4]=[CH:3][CH:2]=1.[Cl:13][CH:14]([C:20](=[O:25])[C:21]([F:24])([F:23])[F:22])[C:15](OCC)=[O:16]. No catalyst specified. The product is [Cl:13][CH:14]([C:20](=[O:25])[C:21]([F:24])([F:23])[F:22])[C:15]([NH:12][C:9]1[NH:10][N:11]=[C:7]([C:1]2[CH:2]=[CH:3][CH:4]=[CH:5][CH:6]=2)[CH:8]=1)=[O:16]. The yield is 0.420. (6) The reactants are [CH3:1][O:2][C:3]1[CH:8]=[CH:7][C:6]([CH2:9]O)=[CH:5][C:4]=1[CH3:11].[Cl:12]C(Cl)(Cl)C(Cl)(Cl)Cl.C1(P(C2C=CC=CC=2)C2C=CC=CC=2)C=CC=CC=1. The catalyst is C(Cl)Cl. The product is [CH3:1][O:2][C:3]1[CH:8]=[CH:7][C:6]([CH2:9][Cl:12])=[CH:5][C:4]=1[CH3:11]. The yield is 1.00.